Dataset: Forward reaction prediction with 1.9M reactions from USPTO patents (1976-2016). Task: Predict the product of the given reaction. (1) The product is: [NH2:1][C:2]1[CH:11]=[CH:10][C:5]([C:6]([O:8][CH3:9])=[O:7])=[C:4]([Cl:12])[C:3]=1[C:13]#[CH:14]. Given the reactants [NH2:1][C:2]1[CH:11]=[CH:10][C:5]([C:6]([O:8][CH3:9])=[O:7])=[C:4]([Cl:12])[C:3]=1[C:13]#[C:14][Si](C)(C)C.C([O-])([O-])=O.[K+].[K+], predict the reaction product. (2) The product is: [OH:33][N:32]=[C:8]([C:7]1[C:2]([OH:1])=[CH:3][C:4]2[O:30][CH2:29][C:10]3([C:18]4[C:13](=[CH:14][CH:15]=[CH:16][CH:17]=4)[N:12]([CH2:19][C:20]4[CH:25]=[CH:24][C:23]([O:26][CH3:27])=[CH:22][CH:21]=4)[C:11]3=[O:28])[C:5]=2[CH:6]=1)[NH2:9]. Given the reactants [OH:1][C:2]1[C:7]([C:8]#[N:9])=[CH:6][C:5]2[C:10]3([CH2:29][O:30][C:4]=2[CH:3]=1)[C:18]1[C:13](=[CH:14][CH:15]=[CH:16][CH:17]=1)[N:12]([CH2:19][C:20]1[CH:25]=[CH:24][C:23]([O:26][CH3:27])=[CH:22][CH:21]=1)[C:11]3=[O:28].Cl.[NH2:32][OH:33].C(N(CC)CC)C, predict the reaction product. (3) Given the reactants [CH3:1][C:2]([CH3:27])([CH3:26])[CH2:3][N:4]([CH3:25])[C:5]1[N:10]=[C:9]([S:11][CH3:12])[N:8]=[C:7]([NH:13][C:14]2[CH:15]=[C:16]([CH:21]=[CH:22][C:23]=2[CH3:24])[C:17]([NH:19][CH3:20])=[O:18])[CH:6]=1.C(=O)(O)[O-].[Na+].[Br:33]Br.S([O-])([O-])(=O)=O.[Mg+2], predict the reaction product. The product is: [Br:33][C:6]1[C:7]([NH:13][C:14]2[CH:15]=[C:16]([CH:21]=[CH:22][C:23]=2[CH3:24])[C:17]([NH:19][CH3:20])=[O:18])=[N:8][C:9]([S:11][CH3:12])=[N:10][C:5]=1[N:4]([CH2:3][C:2]([CH3:27])([CH3:26])[CH3:1])[CH3:25].